Dataset: Reaction yield outcomes from USPTO patents with 853,638 reactions. Task: Predict the reaction yield, written as a fraction of the theoretical maximum amount of product (1.0 means a 100% yield; for example, 0.34 means a 34% yield). The catalyst is ClCCl. The yield is 0.870. The reactants are [Cl:1]C(OC(Cl)C)=O.C([N:21]1[CH2:24][CH:23]([O:25][C:26]2[C:34]3[O:33][CH:32]=[CH:31][C:30]=3[CH:29]=[CH:28][CH:27]=2)[CH2:22]1)(C1C=CC=CC=1)C1C=CC=CC=1.C(O)C. The product is [ClH:1].[O:33]1[C:34]2[C:26]([O:25][CH:23]3[CH2:24][NH:21][CH2:22]3)=[CH:27][CH:28]=[CH:29][C:30]=2[CH:31]=[CH:32]1.